This data is from NCI-60 drug combinations with 297,098 pairs across 59 cell lines. The task is: Regression. Given two drug SMILES strings and cell line genomic features, predict the synergy score measuring deviation from expected non-interaction effect. (1) Drug 1: CCC1(CC2CC(C3=C(CCN(C2)C1)C4=CC=CC=C4N3)(C5=C(C=C6C(=C5)C78CCN9C7C(C=CC9)(C(C(C8N6C)(C(=O)OC)O)OC(=O)C)CC)OC)C(=O)OC)O.OS(=O)(=O)O. Drug 2: C1=CN(C=N1)CC(O)(P(=O)(O)O)P(=O)(O)O. Cell line: DU-145. Synergy scores: CSS=2.07, Synergy_ZIP=-0.391, Synergy_Bliss=-0.115, Synergy_Loewe=-0.329, Synergy_HSA=-0.142. (2) Drug 1: CC1C(C(=O)NC(C(=O)N2CCCC2C(=O)N(CC(=O)N(C(C(=O)O1)C(C)C)C)C)C(C)C)NC(=O)C3=C4C(=C(C=C3)C)OC5=C(C(=O)C(=C(C5=N4)C(=O)NC6C(OC(=O)C(N(C(=O)CN(C(=O)C7CCCN7C(=O)C(NC6=O)C(C)C)C)C)C(C)C)C)N)C. Drug 2: CC1C(C(CC(O1)OC2CC(CC3=C2C(=C4C(=C3O)C(=O)C5=C(C4=O)C(=CC=C5)OC)O)(C(=O)CO)O)N)O.Cl. Cell line: KM12. Synergy scores: CSS=45.1, Synergy_ZIP=6.56, Synergy_Bliss=7.53, Synergy_Loewe=8.91, Synergy_HSA=9.18. (3) Drug 1: CC12CCC(CC1=CCC3C2CCC4(C3CC=C4C5=CN=CC=C5)C)O. Drug 2: C1C(C(OC1N2C=NC(=NC2=O)N)CO)O. Cell line: SR. Synergy scores: CSS=50.0, Synergy_ZIP=0.785, Synergy_Bliss=4.87, Synergy_Loewe=5.24, Synergy_HSA=7.93. (4) Drug 2: C1=CC(=CC=C1CC(C(=O)O)N)N(CCCl)CCCl.Cl. Drug 1: CCC1=CC2CC(C3=C(CN(C2)C1)C4=CC=CC=C4N3)(C5=C(C=C6C(=C5)C78CCN9C7C(C=CC9)(C(C(C8N6C)(C(=O)OC)O)OC(=O)C)CC)OC)C(=O)OC.C(C(C(=O)O)O)(C(=O)O)O. Cell line: MALME-3M. Synergy scores: CSS=26.2, Synergy_ZIP=-1.21, Synergy_Bliss=-0.384, Synergy_Loewe=-9.50, Synergy_HSA=0.810. (5) Drug 1: CC1=C(C=C(C=C1)NC2=NC=CC(=N2)N(C)C3=CC4=NN(C(=C4C=C3)C)C)S(=O)(=O)N.Cl. Drug 2: CN1C2=C(C=C(C=C2)N(CCCl)CCCl)N=C1CCCC(=O)O.Cl. Cell line: SNB-75. Synergy scores: CSS=4.77, Synergy_ZIP=-0.920, Synergy_Bliss=1.69, Synergy_Loewe=1.57, Synergy_HSA=1.84. (6) Drug 1: CCCS(=O)(=O)NC1=C(C(=C(C=C1)F)C(=O)C2=CNC3=C2C=C(C=N3)C4=CC=C(C=C4)Cl)F. Drug 2: CCC1(C2=C(COC1=O)C(=O)N3CC4=CC5=C(C=CC(=C5CN(C)C)O)N=C4C3=C2)O.Cl. Cell line: MDA-MB-435. Synergy scores: CSS=22.3, Synergy_ZIP=-8.92, Synergy_Bliss=-3.39, Synergy_Loewe=-23.6, Synergy_HSA=-3.35. (7) Drug 1: C1=NC(=NC(=O)N1C2C(C(C(O2)CO)O)O)N. Drug 2: CN1C2=C(C=C(C=C2)N(CCCl)CCCl)N=C1CCCC(=O)O.Cl. Cell line: KM12. Synergy scores: CSS=23.2, Synergy_ZIP=-5.23, Synergy_Bliss=3.79, Synergy_Loewe=-14.1, Synergy_HSA=0.552. (8) Drug 1: C1=NC2=C(N1)C(=S)N=CN2. Drug 2: CC1CCC2CC(C(=CC=CC=CC(CC(C(=O)C(C(C(=CC(C(=O)CC(OC(=O)C3CCCCN3C(=O)C(=O)C1(O2)O)C(C)CC4CCC(C(C4)OC)O)C)C)O)OC)C)C)C)OC. Cell line: BT-549. Synergy scores: CSS=10.5, Synergy_ZIP=-2.76, Synergy_Bliss=-0.498, Synergy_Loewe=-6.47, Synergy_HSA=-0.242. (9) Drug 1: CC1=C(C=C(C=C1)NC(=O)C2=CC=C(C=C2)CN3CCN(CC3)C)NC4=NC=CC(=N4)C5=CN=CC=C5. Drug 2: CC1=C(C=C(C=C1)C(=O)NC2=CC(=CC(=C2)C(F)(F)F)N3C=C(N=C3)C)NC4=NC=CC(=N4)C5=CN=CC=C5. Cell line: OVCAR3. Synergy scores: CSS=-7.29, Synergy_ZIP=4.31, Synergy_Bliss=3.44, Synergy_Loewe=-5.93, Synergy_HSA=-5.12.